From a dataset of HIV replication inhibition screening data with 41,000+ compounds from the AIDS Antiviral Screen. Binary Classification. Given a drug SMILES string, predict its activity (active/inactive) in a high-throughput screening assay against a specified biological target. The result is 0 (inactive). The drug is Cc1nc(N)nc(N)c1N1CCN(c2ccc(N)cc2)CC1.